Dataset: Reaction yield outcomes from USPTO patents with 853,638 reactions. Task: Predict the reaction yield, written as a fraction of the theoretical maximum amount of product (1.0 means a 100% yield; for example, 0.34 means a 34% yield). The reactants are Br[C:2]1[CH:3]=[C:4]([C:19]([O:21][CH3:22])=[O:20])[CH:5]=[C:6]2[C:11]=1[O:10][C:9]([N:12]1[CH2:17][CH2:16][O:15][CH2:14][CH2:13]1)=[CH:8][C:7]2=[O:18].C([Sn](CCCC)(CCCC)[C:28]([O:30]CC)=[CH2:29])CCC.Cl. The catalyst is O1CCOCC1.[Pd](Cl)Cl.C1(P(C2C=CC=CC=2)C2C=CC=CC=2)C=CC=CC=1.C1(P(C2C=CC=CC=2)C2C=CC=CC=2)C=CC=CC=1. The product is [C:28]([C:2]1[CH:3]=[C:4]([C:19]([O:21][CH3:22])=[O:20])[CH:5]=[C:6]2[C:11]=1[O:10][C:9]([N:12]1[CH2:17][CH2:16][O:15][CH2:14][CH2:13]1)=[CH:8][C:7]2=[O:18])(=[O:30])[CH3:29]. The yield is 0.695.